Dataset: NCI-60 drug combinations with 297,098 pairs across 59 cell lines. Task: Regression. Given two drug SMILES strings and cell line genomic features, predict the synergy score measuring deviation from expected non-interaction effect. (1) Drug 1: COC1=C(C=C2C(=C1)N=CN=C2NC3=CC(=C(C=C3)F)Cl)OCCCN4CCOCC4. Drug 2: CC1=C(C(=CC=C1)Cl)NC(=O)C2=CN=C(S2)NC3=CC(=NC(=N3)C)N4CCN(CC4)CCO. Cell line: EKVX. Synergy scores: CSS=38.4, Synergy_ZIP=3.79, Synergy_Bliss=4.02, Synergy_Loewe=7.36, Synergy_HSA=7.96. (2) Drug 1: C1=C(C(=O)NC(=O)N1)F. Drug 2: C1CC(=O)NC(=O)C1N2C(=O)C3=CC=CC=C3C2=O. Cell line: SF-268. Synergy scores: CSS=27.5, Synergy_ZIP=4.86, Synergy_Bliss=8.94, Synergy_Loewe=6.18, Synergy_HSA=9.12.